The task is: Predict which catalyst facilitates the given reaction.. This data is from Catalyst prediction with 721,799 reactions and 888 catalyst types from USPTO. Reactant: [CH3:1][Si:2](C#C)([CH3:4])[CH3:3].C([Li])CCC.[CH3:12][C:13]([O:16][C:17]([NH:19][CH:20]1[CH2:26][CH2:25][C:23](=[O:24])[CH2:22][CH2:21]1)=[O:18])([CH3:15])[CH3:14]. Product: [C:13]([O:16][C:17](=[O:18])[NH:19][CH:20]1[CH2:21][CH2:22][C:23]([OH:24])([Si:2]([CH3:4])([CH3:3])[CH3:1])[CH2:25][CH2:26]1)([CH3:12])([CH3:14])[CH3:15]. The catalyst class is: 1.